Dataset: Catalyst prediction with 721,799 reactions and 888 catalyst types from USPTO. Task: Predict which catalyst facilitates the given reaction. (1) Reactant: [N:1]1[C:8]([Cl:9])=[N:7][C:5]([Cl:6])=[N:4][C:2]=1[Cl:3].[Cl-].[Al+3].[Cl-].[Cl-].[OH-].[Na+].[C:16]1([CH3:23])[CH:21]=[CH:20][CH:19]=[C:18]([CH3:22])[CH:17]=1. Product: [N:1]1[C:8]([Cl:9])=[N:7][C:5]([Cl:6])=[N:4][C:2]=1[Cl:3].[Cl:3][C:2]1[N:4]=[C:5]([C:21]2[CH:20]=[CH:19][C:18]([CH3:22])=[CH:17][C:16]=2[CH3:23])[N:7]=[C:8]([C:21]2[CH:20]=[CH:19][C:18]([CH3:22])=[CH:17][C:16]=2[CH3:23])[N:1]=1.[CH3:23][C:16]1[CH:17]=[C:18]([CH3:22])[CH:19]=[CH:20][C:21]=1[C:2]1[N:4]=[C:5]([C:21]2[CH:20]=[CH:19][C:18]([CH3:22])=[CH:17][C:16]=2[CH3:23])[N:7]=[C:8]([C:21]2[CH:20]=[CH:19][C:18]([CH3:22])=[CH:17][C:16]=2[CH3:23])[N:1]=1. The catalyst class is: 159. (2) Reactant: P(Cl)(Cl)([Cl:3])=O.[C:6]1([S:12]([CH2:15][C:16]2[CH:17]=[C:18]3[C:22](=[CH:23][CH:24]=2)[NH:21][C:20]2=[N+:25]([O-])[CH:26]=[CH:27][CH:28]=[C:19]32)(=[O:14])=[O:13])[CH:11]=[CH:10][CH:9]=[CH:8][CH:7]=1. Product: [Cl:3][C:28]1[C:19]2[C:18]3[C:22](=[CH:23][CH:24]=[C:16]([CH2:15][S:12]([C:6]4[CH:11]=[CH:10][CH:9]=[CH:8][CH:7]=4)(=[O:14])=[O:13])[CH:17]=3)[NH:21][C:20]=2[N:25]=[CH:26][CH:27]=1. The catalyst class is: 3. (3) Reactant: Cl[S:2]([C:5]1[CH:6]=[C:7]2[C:11](=[CH:12][CH:13]=1)[NH:10][C:9](=[O:14])[CH2:8]2)(=[O:4])=[O:3].[CH3:15][NH:16][CH3:17]. Product: [CH3:15][N:16]([CH3:17])[S:2]([C:5]1[CH:6]=[C:7]2[C:11](=[CH:12][CH:13]=1)[NH:10][C:9](=[O:14])[CH2:8]2)(=[O:4])=[O:3]. The catalyst class is: 5. (4) Reactant: CC1C=CC(S(O[CH2:12][C@@H:13]2[O:28][C:17]3=[C:18]4[C:23](=[CH:24][CH:25]=[C:16]3[O:15][CH2:14]2)[N:22]=[C:21]([CH3:26])[C:20]([CH3:27])=[N:19]4)(=O)=O)=CC=1.[NH:29]1[CH2:34][CH:33]=[C:32]([C:35]2[C:43]3[C:38](=[CH:39][CH:40]=[CH:41][CH:42]=3)[NH:37][CH:36]=2)[CH2:31][CH2:30]1. Product: [NH:37]1[C:38]2[C:43](=[CH:42][CH:41]=[CH:40][CH:39]=2)[C:35]([C:32]2[CH2:33][CH2:34][N:29]([CH2:12][CH:13]3[O:28][C:17]4=[C:18]5[C:23](=[CH:24][CH:25]=[C:16]4[O:15][CH2:14]3)[N:22]=[C:21]([CH3:26])[C:20]([CH3:27])=[N:19]5)[CH2:30][CH:31]=2)=[CH:36]1. The catalyst class is: 148. (5) Reactant: [CH3:1][O:2][C:3]1[CH:8]=[CH:7][C:6]([C:9]2[N:10]=[C:11](Cl)[O:12][C:13]=2[C:14]2[CH:19]=[CH:18][C:17]([O:20][CH3:21])=[CH:16][CH:15]=2)=[CH:5][CH:4]=1.[CH3:23][S-:24].[Na+]. Product: [CH3:1][O:2][C:3]1[CH:8]=[CH:7][C:6]([C:9]2[N:10]=[C:11]([S:24][CH3:23])[O:12][C:13]=2[C:14]2[CH:19]=[CH:18][C:17]([O:20][CH3:21])=[CH:16][CH:15]=2)=[CH:5][CH:4]=1. The catalyst class is: 8. (6) Reactant: [F:1][C:2]1[CH:7]=[CH:6][C:5]([N:8]2[C:16]3[CH:15]=[CH:14][CH:13]=[C:12]([C:17](Cl)=[O:18])[C:11]=3[CH:10]=[N:9]2)=[CH:4][CH:3]=1.[Br:20][C:21]1[N:26]=[CH:25][C:24](NC)=[CH:23][CH:22]=1.C[CH2:30][N:31](C(C)C)C(C)C. Product: [Br:20][C:21]1[N:26]=[CH:25][C:24]([CH2:30][NH:31][C:17]([C:12]2[C:11]3[CH:10]=[N:9][N:8]([C:5]4[CH:6]=[CH:7][C:2]([F:1])=[CH:3][CH:4]=4)[C:16]=3[CH:15]=[CH:14][CH:13]=2)=[O:18])=[CH:23][CH:22]=1. The catalyst class is: 79. (7) Reactant: [CH:1]1([NH2:7])[CH2:6][CH2:5][CH2:4][CH2:3][CH2:2]1.C(N(CC)CC)C.[C:15](Cl)(=[O:19])[CH:16]([CH3:18])[CH3:17]. Product: [CH:1]1([NH:7][C:15](=[O:19])[CH:16]([CH3:18])[CH3:17])[CH2:6][CH2:5][CH2:4][CH2:3][CH2:2]1. The catalyst class is: 7. (8) Reactant: [CH2:1]([OH:4])[CH2:2][OH:3].C1(C)C=CC(S(O)(=O)=O)=CC=1.[F:16][C:17]1[CH:22]=[CH:21][C:20]([C@@:23]23[C@@H:32]([OH:33])[CH2:31][CH2:30][CH2:29][C@H:28]2[C@H:27]([CH3:34])[C:26](=O)[CH2:25][CH2:24]3)=[CH:19][CH:18]=1. Product: [F:16][C:17]1[CH:18]=[CH:19][C:20]([C@@:23]23[C@@H:32]([OH:33])[CH2:31][CH2:30][CH2:29][C@H:28]2[C@H:27]([CH3:34])[C:26]2([O:4][CH2:1][CH2:2][O:3]2)[CH2:25][CH2:24]3)=[CH:21][CH:22]=1. The catalyst class is: 6.